Dataset: Full USPTO retrosynthesis dataset with 1.9M reactions from patents (1976-2016). Task: Predict the reactants needed to synthesize the given product. (1) The reactants are: [CH2:1]([C:3]1[CH:9]=[CH:8][C:6]([NH2:7])=[CH:5][CH:4]=1)[CH3:2].C1C(=O)N([Br:17])C(=O)C1. Given the product [Br:17][C:5]1[CH:4]=[C:3]([CH2:1][CH3:2])[CH:9]=[CH:8][C:6]=1[NH2:7], predict the reactants needed to synthesize it. (2) Given the product [N:16]([CH2:2][C:3]1[CH:12]=[C:11]2[C:6]([C:7]([Cl:15])=[CH:8][C:9]([C:13]#[N:14])=[N:10]2)=[CH:5][CH:4]=1)=[N+:17]=[N-:18], predict the reactants needed to synthesize it. The reactants are: Br[CH2:2][C:3]1[CH:12]=[C:11]2[C:6]([C:7]([Cl:15])=[CH:8][C:9]([C:13]#[N:14])=[N:10]2)=[CH:5][CH:4]=1.[N-:16]=[N+:17]=[N-:18].[Na+]. (3) Given the product [CH:24]1([P:7]([CH:1]2[CH2:6][CH2:5][CH2:4][CH2:3][CH2:2]2)[C:8]2[CH:13]=[CH:12][CH:11]=[CH:10][C:9]=2[C:14]2[C:19]([O:20][CH3:21])=[CH:18][CH:17]=[C:16]([S:34]([O-:36])(=[O:35])=[O:33])[C:15]=2[O:22][CH3:23])[CH2:25][CH2:26][CH2:27][CH2:28][CH2:29]1.[Na+:39], predict the reactants needed to synthesize it. The reactants are: [CH:1]1([P:7]([CH:24]2[CH2:29][CH2:28][CH2:27][CH2:26][CH2:25]2)[C:8]2[CH:13]=[CH:12][CH:11]=[CH:10][C:9]=2[C:14]2[C:19]([O:20][CH3:21])=[CH:18][CH:17]=[CH:16][C:15]=2[O:22][CH3:23])[CH2:6][CH2:5][CH2:4][CH2:3][CH2:2]1.C(Cl)Cl.[OH:33][S:34](O)(=[O:36])=[O:35].[OH-].[Na+:39]. (4) Given the product [C:1]([O:5][C:6]([N:8]1[CH2:12][CH2:11][CH:10]([CH2:13][O:14][C:18]2[C:19]([N+:35]([O-:37])=[O:36])=[C:20]([NH:24][C:25]3[CH:26]=[CH:27][C:28]([S:31]([CH3:34])(=[O:32])=[O:33])=[CH:29][CH:30]=3)[N:21]=[CH:22][N:23]=2)[CH2:9]1)=[O:7])([CH3:4])([CH3:3])[CH3:2], predict the reactants needed to synthesize it. The reactants are: [C:1]([O:5][C:6]([N:8]1[CH2:12][CH2:11][CH:10]([CH2:13][OH:14])[CH2:9]1)=[O:7])([CH3:4])([CH3:3])[CH3:2].[H-].[Na+].Cl[C:18]1[N:23]=[CH:22][N:21]=[C:20]([NH:24][C:25]2[CH:30]=[CH:29][C:28]([S:31]([CH3:34])(=[O:33])=[O:32])=[CH:27][CH:26]=2)[C:19]=1[N+:35]([O-:37])=[O:36]. (5) Given the product [C:29]([O:28][C:26]([NH:25][CH2:24][CH2:23][CH2:22][CH2:21][C@H:20]([N:15]([S:14]([C:11]1[CH:10]=[CH:9][C:8]([NH:7][C:6]([O:5][C:1]([CH3:3])([CH3:4])[CH3:2])=[O:37])=[CH:13][CH:12]=1)(=[O:36])=[O:35])[CH2:16][CH:17]([CH3:18])[CH3:19])[CH2:33][O:34][C:38](=[O:40])[CH3:39])=[O:27])([CH3:32])([CH3:31])[CH3:30], predict the reactants needed to synthesize it. The reactants are: [C:1]([O:5][C:6](=[O:37])[NH:7][C:8]1[CH:13]=[CH:12][C:11]([S:14](=[O:36])(=[O:35])[N:15]([C@H:20]([CH2:33][OH:34])[CH2:21][CH2:22][CH2:23][CH2:24][NH:25][C:26]([O:28][C:29]([CH3:32])([CH3:31])[CH3:30])=[O:27])[CH2:16][CH:17]([CH3:19])[CH3:18])=[CH:10][CH:9]=1)([CH3:4])([CH3:3])[CH3:2].[C:38](OC(=O)C)(=[O:40])[CH3:39]. (6) Given the product [C:1]([NH:5][C:6]([CH:8]1[CH2:9][CH2:10][N:11]([CH2:14][C:15]2[CH:16]=[C:17]([NH:21][C:29]([C:28]3[CH:27]=[C:26]([CH3:32])[N:25]=[N:24][C:23]=3[Cl:22])=[O:30])[CH:18]=[CH:19][CH:20]=2)[CH2:12][CH2:13]1)=[O:7])([CH3:4])([CH3:2])[CH3:3], predict the reactants needed to synthesize it. The reactants are: [C:1]([NH:5][C:6]([CH:8]1[CH2:13][CH2:12][N:11]([CH2:14][C:15]2[CH:20]=[CH:19][CH:18]=[C:17]([NH2:21])[CH:16]=2)[CH2:10][CH2:9]1)=[O:7])([CH3:4])([CH3:3])[CH3:2].[Cl:22][C:23]1[N:24]=[N:25][C:26]([CH3:32])=[CH:27][C:28]=1[C:29](O)=[O:30].C(Cl)CCl. (7) Given the product [Br:2][CH:13]([C:10]1[CH:9]=[CH:8][C:7]([CH2:5][CH3:6])=[CH:12][N:11]=1)[CH2:14][O:15][C:16]1[CH:23]=[CH:22][C:19]([CH:20]=[O:21])=[CH:18][CH:17]=1, predict the reactants needed to synthesize it. The reactants are: P(Br)(Br)[Br:2].[CH2:5]([C:7]1[CH:8]=[CH:9][C:10]([CH:13](O)[CH2:14][O:15][C:16]2[CH:23]=[CH:22][C:19]([CH:20]=[O:21])=[CH:18][CH:17]=2)=[N:11][CH:12]=1)[CH3:6].O. (8) The reactants are: [O:1]1[CH:5]=[N:4][C:3]([CH2:6][N:7]2[CH2:12][CH2:11][N:10]([C:13](OC(C)(C)C)=O)[CH2:9][CH2:8]2)=[N:2]1.C(O)(C(F)(F)F)=O.[NH2:27][C:28]1[C:33]([N+:34]([O-:36])=[O:35])=C(Cl)[C:31]([Cl:38])=[CH:30][N:29]=1.CCN(C(C)C)C(C)C. Given the product [O:1]1[CH:5]=[N:4][C:3]([CH2:6][N:7]2[CH2:8][CH2:9][N:10]([C:13]3[C:31]([Cl:38])=[CH:30][N:29]=[C:28]([NH2:27])[C:33]=3[N+:34]([O-:36])=[O:35])[CH2:11][CH2:12]2)=[N:2]1, predict the reactants needed to synthesize it. (9) The reactants are: B(F)(F)F.CSC.[C:8]([C:11]1[CH:16]=[CH:15][CH:14]=[CH:13][C:12]=1[C:17]1[CH:22]=[CH:21][C:20]([C:23]2[C:24]([C:31]3[CH:36]=[C:35]([CH3:37])[CH:34]=[C:33]([O:38]C)[CH:32]=3)=[N:25][N:26]([CH2:28][C:29]#[N:30])[CH:27]=2)=[CH:19][N:18]=1)(=[O:10])[CH3:9]. Given the product [C:8]([C:11]1[CH:16]=[CH:15][CH:14]=[CH:13][C:12]=1[C:17]1[CH:22]=[CH:21][C:20]([C:23]2[C:24]([C:31]3[CH:36]=[C:35]([CH3:37])[CH:34]=[C:33]([OH:38])[CH:32]=3)=[N:25][N:26]([CH2:28][C:29]#[N:30])[CH:27]=2)=[CH:19][N:18]=1)(=[O:10])[CH3:9], predict the reactants needed to synthesize it.